This data is from Catalyst prediction with 721,799 reactions and 888 catalyst types from USPTO. The task is: Predict which catalyst facilitates the given reaction. (1) Reactant: Br[C:2]1[CH:25]=[CH:24][C:5]2[C:6]3[N:7]=[C:8]([C:14]4[N:15]([CH2:19][C:20]([F:23])([F:22])[F:21])[CH:16]=[CH:17][N:18]=4)[S:9][C:10]=3[CH2:11][CH2:12][O:13][C:4]=2[CH:3]=1.C(#N)C.C(=O)([O-])[O-].[K+].[K+].[CH3:35][C:36]([OH:53])([CH3:52])[CH2:37][N:38]1[CH:42]=[C:41](B2OC(C)(C)C(C)(C)O2)[CH:40]=[N:39]1. Product: [CH3:35][C:36]([OH:53])([CH3:52])[CH2:37][N:38]1[CH:42]=[C:41]([C:2]2[CH:25]=[CH:24][C:5]3[C:6]4[N:7]=[C:8]([C:14]5[N:15]([CH2:19][C:20]([F:23])([F:21])[F:22])[CH:16]=[CH:17][N:18]=5)[S:9][C:10]=4[CH2:11][CH2:12][O:13][C:4]=3[CH:3]=2)[CH:40]=[N:39]1. The catalyst class is: 257. (2) Reactant: [Cl:1][C:2]1[CH:3]=[C:4]2[C:9](=[CH:10][CH:11]=1)[CH:8]=[C:7]([S:12]([N:15]([CH2:27][C:28]([O:30][CH3:31])=[O:29])[C@H:16]1[CH2:20][CH2:19][N:18]([C@@H:21]([CH3:25])[C:22]([OH:24])=O)[C:17]1=[O:26])(=[O:14])=[O:13])[CH:6]=[CH:5]2.Cl.CN(C)CCCN=C=NCC.[CH:44]1[CH:45]=[CH:46]C2N(O)N=[N:50][C:48]=2[CH:49]=1.N1CCCCC1. Product: [Cl:1][C:2]1[CH:3]=[C:4]2[C:9](=[CH:10][CH:11]=1)[CH:8]=[C:7]([S:12]([N:15]([C@H:16]1[CH2:20][CH2:19][N:18]([C@@H:21]([CH3:25])[C:22](=[O:24])[N:50]3[CH2:46][CH2:45][CH2:44][CH2:49][CH2:48]3)[C:17]1=[O:26])[CH2:27][C:28]([O:30][CH3:31])=[O:29])(=[O:14])=[O:13])[CH:6]=[CH:5]2. The catalyst class is: 347.